Dataset: Full USPTO retrosynthesis dataset with 1.9M reactions from patents (1976-2016). Task: Predict the reactants needed to synthesize the given product. (1) Given the product [CH3:18][C:19]1[CH:24]=[CH:23][C:22]([CH3:25])=[CH:21][C:20]=1[C@@H:26]([NH:28][CH2:16][CH2:15][C:2]1([OH:1])[CH2:3][CH2:4][C:5]2([O:6][CH2:7][C:8]([CH3:12])([CH3:11])[CH2:9][O:10]2)[CH2:13][CH2:14]1)[CH3:27], predict the reactants needed to synthesize it. The reactants are: [OH:1][C:2]1([CH2:15][CH:16]=O)[CH2:14][CH2:13][C:5]2([O:10][CH2:9][C:8]([CH3:12])([CH3:11])[CH2:7][O:6]2)[CH2:4][CH2:3]1.[CH3:18][C:19]1[CH:24]=[CH:23][C:22]([CH3:25])=[CH:21][C:20]=1[C@@H:26]([NH2:28])[CH3:27]. (2) Given the product [CH2:3]([C:7]1[S:8][CH:9]=[C:10]([C:12]([OH:14])=[O:13])[N:11]=1)[CH2:4][CH2:5][CH3:6], predict the reactants needed to synthesize it. The reactants are: [OH-].[Li+].[CH2:3]([C:7]1[S:8][CH:9]=[C:10]([C:12]([O:14]CC)=[O:13])[N:11]=1)[CH2:4][CH2:5][CH3:6].Cl. (3) Given the product [CH:1]1([C@@:7]([OH:11])([C:12]2[CH:17]=[CH:16][CH:15]=[CH:14][CH:13]=2)[C:8]([NH:31][NH2:32])=[O:9])[CH2:6][CH2:5][CH2:4][CH2:3][CH2:2]1, predict the reactants needed to synthesize it. The reactants are: [CH:1]1([C@:7]([C:12]2[CH:17]=[CH:16][CH:15]=[CH:14][CH:13]=2)([OH:11])[C:8](O)=[O:9])[CH2:6][CH2:5][CH2:4][CH2:3][CH2:2]1.C(N1C=CN=C1)(N1C=CN=C1)=O.O.[NH2:31][NH2:32]. (4) Given the product [NH2:1][C:2]1[C:3]2[C:10]([C:11]3[CH:16]=[CH:15][CH:14]=[C:13]([O:17][CH2:18][CH:19]4[CH2:24][CH2:23][CH2:22][CH2:21][O:20]4)[CH:12]=3)=[CH:9][N:8]([C@H:25]3[CH2:28][C@H:27]([CH2:29][OH:30])[CH2:26]3)[C:4]=2[N:5]=[CH:6][N:7]=1, predict the reactants needed to synthesize it. The reactants are: [NH2:1][C:2]1[C:3]2[C:10]([C:11]3[CH:16]=[CH:15][CH:14]=[C:13]([O:17][CH2:18][CH:19]4[CH2:24][CH2:23][CH2:22][CH2:21][O:20]4)[CH:12]=3)=[CH:9][N:8]([C@@H:25]3[CH2:28][C@H:27]([CH2:29][OH:30])[CH2:26]3)[C:4]=2[N:5]=[CH:6][N:7]=1.NC1C2C(I)=CN([C@H]3C[C@H](CO)C3)C=2N=CN=1. (5) Given the product [C:1]1([C@H:7]([NH:9][C@@H:10]2[CH2:15][CH2:14][NH:13][CH2:12][C@H:11]2[CH2:23][OH:24])[CH3:8])[CH:6]=[CH:5][CH:4]=[CH:3][CH:2]=1, predict the reactants needed to synthesize it. The reactants are: [C:1]1([C@H:7]([NH:9][C@@H:10]2[CH2:15][CH2:14][N:13](C(OC(C)(C)C)=O)[CH2:12][C@H:11]2[C:23](OC)=[O:24])[CH3:8])[CH:6]=[CH:5][CH:4]=[CH:3][CH:2]=1.[Li+].[BH4-]. (6) Given the product [OH:23][CH2:22][C:19]1[CH:20]=[CH:21][C:16]([C:14](=[O:15])[CH2:13][N:1]2[CH:5]=[CH:4][CH:3]=[C:2]2[C:6]([O:8][CH3:9])=[O:7])=[CH:17][CH:18]=1, predict the reactants needed to synthesize it. The reactants are: [NH:1]1[CH:5]=[CH:4][CH:3]=[C:2]1[C:6]([O:8][CH3:9])=[O:7].[H-].[Na+].Br[CH2:13][C:14]([C:16]1[CH:21]=[CH:20][C:19]([CH2:22][OH:23])=[CH:18][CH:17]=1)=[O:15].[NH4+].[Cl-]. (7) Given the product [Br-:4].[F:12][C:9]1([F:13])[CH2:10][CH2:11][CH:6]([CH2:5][Zn+:1])[CH2:7][CH2:8]1, predict the reactants needed to synthesize it. The reactants are: [Zn:1].II.[Br:4][CH2:5][CH:6]1[CH2:11][CH2:10][C:9]([F:13])([F:12])[CH2:8][CH2:7]1. (8) Given the product [NH2:1][C:2]1[N:7]=[CH:6][C:5]([C:8]#[C:9][C:10]2[C:11]([CH2:27][CH3:28])=[N:12][CH:13]=[CH:14][C:15]=2[C:16]2[CH:24]=[CH:23][C:19]([C:20]([N:34]3[CH2:35][CH2:36][N:31]([CH2:29][CH3:30])[CH2:32][CH2:33]3)=[O:22])=[C:18]([O:25][CH3:26])[CH:17]=2)=[CH:4][CH:3]=1, predict the reactants needed to synthesize it. The reactants are: [NH2:1][C:2]1[N:7]=[CH:6][C:5]([C:8]#[C:9][C:10]2[C:11]([CH2:27][CH3:28])=[N:12][CH:13]=[CH:14][C:15]=2[C:16]2[CH:24]=[CH:23][C:19]([C:20]([OH:22])=O)=[C:18]([O:25][CH3:26])[CH:17]=2)=[CH:4][CH:3]=1.[CH2:29]([N:31]1[CH2:36][CH2:35][NH:34][CH2:33][CH2:32]1)[CH3:30].CN(C(ON1N=NC2C=CC=NC1=2)=[N+](C)C)C.F[P-](F)(F)(F)(F)F.CCN(C(C)C)C(C)C. (9) Given the product [Br:14][C:15]1[CH:16]=[CH:17][C:18]([O:23][CH3:24])=[C:19]([CH:22]=1)[CH2:20][N:4]1[CH2:5][CH2:6][N:1]([C:7]2[N:12]=[CH:11][NH:10][C:9](=[O:13])[CH:8]=2)[CH2:2][CH2:3]1, predict the reactants needed to synthesize it. The reactants are: [N:1]1([C:7]2[N:12]=[CH:11][NH:10][C:9](=[O:13])[CH:8]=2)[CH2:6][CH2:5][NH:4][CH2:3][CH2:2]1.[Br:14][C:15]1[CH:16]=[CH:17][C:18]([O:23][CH3:24])=[C:19]([CH:22]=1)[CH:20]=O. (10) Given the product [O:2]=[C:3]1[C:8]2[C:9]([C:18]3[CH:19]=[C:20]([C:23]([O:25][CH3:26])=[O:24])[S:21][CH:22]=3)=[N:10][N:11]([CH:12]3[CH2:13][CH2:14][O:15][CH2:16][CH2:17]3)[C:7]=2[CH:6]=[CH:5][NH:4]1, predict the reactants needed to synthesize it. The reactants are: C[O:2][C:3]1[C:8]2[C:9]([C:18]3[CH:19]=[C:20]([C:23]([O:25][CH3:26])=[O:24])[S:21][CH:22]=3)=[N:10][N:11]([CH:12]3[CH2:17][CH2:16][O:15][CH2:14][CH2:13]3)[C:7]=2[CH:6]=[CH:5][N:4]=1.[I-].[Na+].Cl[Si](C)(C)C.O.